From a dataset of Forward reaction prediction with 1.9M reactions from USPTO patents (1976-2016). Predict the product of the given reaction. (1) Given the reactants [Cl-].[Cl-].[Cl-].[Cl-].[Cl-].[Ta+5].C([Mg]Br)(C)C.C(C1([Li])C=CC=C1)CC.C(C1CC=CC=1)CC.C([Li])CCC.Cl[Ta:35](Cl)([C:44]1([CH2:49][CH2:50][CH3:51])[CH:48]=[CH:47][CH:46]=[CH:45]1)[C:36]1([CH2:41][CH2:42][CH3:43])[CH:40]=[CH:39][CH:38]=[CH:37]1.[H-].COCCO[Al+]OCCOC.[Na+].[H-], predict the reaction product. The product is: [CH2:49]([C:44]1([TaH3:35][C:36]2([CH2:41][CH2:42][CH3:43])[CH:40]=[CH:39][CH:38]=[CH:37]2)[CH:48]=[CH:47][CH:46]=[CH:45]1)[CH2:50][CH3:51]. (2) Given the reactants C1(P(C2C=CC=CC=2)C2C=CC=CC=2)C=CC=CC=1.BrN1C(=O)CCC1=O.[CH:28]1(/[CH:33]=[C:34](\[C:38]2[CH:43]=[CH:42][C:41]([N:44]3[C:48]([CH3:49])=[N:47][N:46]=[N:45]3)=[C:40]([F:50])[CH:39]=2)/[C:35](O)=[O:36])[CH2:32][CH2:31][CH2:30][CH2:29]1.[NH2:51][C:52]1[S:53][CH:54]=[CH:55][N:56]=1, predict the reaction product. The product is: [CH:28]1(/[CH:33]=[C:34](\[C:38]2[CH:43]=[CH:42][C:41]([N:44]3[C:48]([CH3:49])=[N:47][N:46]=[N:45]3)=[C:40]([F:50])[CH:39]=2)/[C:35]([NH:51][C:52]2[S:53][CH:54]=[CH:55][N:56]=2)=[O:36])[CH2:29][CH2:30][CH2:31][CH2:32]1. (3) Given the reactants Br[C:2]1[CH:11]=[C:10]2[C:5]([CH:6]=[CH:7][C:8](=[O:18])[N:9]2[CH2:12][CH:13]2[O:17][CH2:16][CH2:15][O:14]2)=[N:4][CH:3]=1.[C:19](=[O:26])([O:21][C:22]([CH3:25])([CH3:24])[CH3:23])[NH2:20].C(=O)([O-])[O-].[Cs+].[Cs+].C(Cl)(Cl)Cl, predict the reaction product. The product is: [O:14]1[CH2:15][CH2:16][O:17][CH:13]1[CH2:12][N:9]1[C:8](=[O:18])[CH:7]=[CH:6][C:5]2[N:4]=[CH:3][C:2]([NH:20][C:19](=[O:26])[O:21][C:22]([CH3:25])([CH3:24])[CH3:23])=[CH:11][C:10]1=2. (4) Given the reactants [CH:1]1([N:6]2[C:14]3[CH:13]=[C:12](B4OC(C)(C)C(C)(C)O4)[CH:11]=[C:10]([C:24]([NH:26][CH2:27][C:28]4[C:29](=[O:36])[NH:30][C:31]([CH3:35])=[CH:32][C:33]=4[CH3:34])=[O:25])[C:9]=3[CH:8]=[N:7]2)[CH2:5][CH2:4][CH2:3][CH2:2]1.Br[C:38]1[CH:45]=[CH:44][C:41]([CH:42]=[O:43])=[CH:40][N:39]=1.C([O-])([O-])=O.[Cs+].[Cs+], predict the reaction product. The product is: [CH:1]1([N:6]2[C:14]3[CH:13]=[C:12]([C:38]4[CH:45]=[CH:44][C:41]([CH:42]=[O:43])=[CH:40][N:39]=4)[CH:11]=[C:10]([C:24]([NH:26][CH2:27][C:28]4[C:29](=[O:36])[NH:30][C:31]([CH3:35])=[CH:32][C:33]=4[CH3:34])=[O:25])[C:9]=3[CH:8]=[N:7]2)[CH2:5][CH2:4][CH2:3][CH2:2]1. (5) The product is: [CH3:1][CH:2]([NH:6][C:12](=[O:13])[C:11]1[CH:10]=[C:9]([O:8][CH3:7])[C:17]([O:18][CH2:19][C:20]#[CH:21])=[C:16]([O:22][CH3:23])[CH:15]=1)[CH2:3][CH2:4][CH3:5]. Given the reactants [CH3:1][CH:2]([NH2:6])[CH2:3][CH2:4][CH3:5].[CH3:7][O:8][C:9]1[CH:10]=[C:11]([CH:15]=[C:16]([O:22][CH3:23])[C:17]=1[O:18][CH2:19][C:20]#[CH:21])[C:12](Cl)=[O:13], predict the reaction product.